This data is from Reaction yield outcomes from USPTO patents with 853,638 reactions. The task is: Predict the reaction yield, written as a fraction of the theoretical maximum amount of product (1.0 means a 100% yield; for example, 0.34 means a 34% yield). (1) The reactants are Cl[C:2]1[N:6]2[CH:7]=[C:8]([F:11])[CH:9]=[CH:10][C:5]2=[N:4][N:3]=1.[NH:12]1[CH2:18][CH2:17][CH2:16][C@H:13]1[CH2:14][OH:15].N. The catalyst is CN1C(=O)CCC1.CO.C(Cl)Cl. The product is [F:11][C:8]1[CH:9]=[CH:10][C:5]2[N:6]([C:2]([N:12]3[CH2:18][CH2:17][CH2:16][C@H:13]3[CH2:14][OH:15])=[N:3][N:4]=2)[CH:7]=1. The yield is 0.500. (2) The reactants are [CH:1]1([N:4]([CH2:6][C:7]2[CH:8]=[C:9]([C:21]#[C:22][Si](C)(C)C)[CH:10]=[C:11]3[C:16]=2[O:15][C:14]([CH3:18])([CH3:17])[CH2:13][C:12]3([CH3:20])[CH3:19])[CH3:5])[CH2:3][CH2:2]1.C(=O)([O-])[O-].[K+].[K+]. The catalyst is CO. The product is [CH:1]1([N:4]([CH2:6][C:7]2[CH:8]=[C:9]([C:21]#[CH:22])[CH:10]=[C:11]3[C:16]=2[O:15][C:14]([CH3:17])([CH3:18])[CH2:13][C:12]3([CH3:20])[CH3:19])[CH3:5])[CH2:2][CH2:3]1. The yield is 0.980. (3) The reactants are [Cl:1][C:2]1[CH:9]=[C:8]([N:10]([CH2:17][C:18]([CH3:20])=[CH2:19])[C@H:11]2[CH2:15][CH2:14][N:13]([CH3:16])[CH2:12]2)[CH:7]=[CH:6][C:3]=1[C:4]#[N:5]. The catalyst is Cl.O=[Pt]=O.C(O)C.CO. The product is [Cl:1][C:2]1[CH:9]=[C:8]([N:10]([CH2:17][CH:18]([CH3:20])[CH3:19])[C@H:11]2[CH2:15][CH2:14][N:13]([CH3:16])[CH2:12]2)[CH:7]=[CH:6][C:3]=1[C:4]#[N:5]. The yield is 0.990. (4) The reactants are CO[C:3](=[O:13])[C:4]1[C:9]([I:10])=[CH:8][CH:7]=[CH:6][C:5]=1[CH2:11]Br.[CH3:14][C:15]1[CH:22]=[CH:21][C:18]([CH2:19][NH2:20])=[CH:17][CH:16]=1.C([O-])([O-])=O.[K+].[K+].C(OCC)(=O)C. The product is [I:10][C:9]1[CH:8]=[CH:7][CH:6]=[C:5]2[C:4]=1[C:3](=[O:13])[N:20]([CH2:19][C:18]1[CH:21]=[CH:22][C:15]([CH3:14])=[CH:16][CH:17]=1)[CH2:11]2. The yield is 0.310. The catalyst is C1(C)C=CC=CC=1.CCCCCC. (5) The reactants are [CH3:1][C:2]1[CH:8]=[CH:7][CH:6]=[C:5]([CH3:9])[C:3]=1[NH2:4].[C:10]([O:13]C(=O)C)(=O)[CH3:11].[N+:17]([O-])([OH:19])=[O:18]. The catalyst is C(O)(=O)C. The product is [CH3:1][C:2]1[CH:8]=[C:7]([N+:17]([O-:19])=[O:18])[CH:6]=[C:5]([CH3:9])[C:3]=1[NH:4][C:10](=[O:13])[CH3:11]. The yield is 0.300. (6) The reactants are Cl[C:2]1[C:6]([C:7]([N:9]([O:11][CH3:12])[CH3:10])=[O:8])=[CH:5][N:4]([CH2:13][C:14]2[CH:19]=[CH:18][C:17]([O:20][CH3:21])=[CH:16][CH:15]=2)[N:3]=1.[NH:22]1[CH2:26][CH2:25][CH2:24][CH2:23]1.CCOC(C)=O. The catalyst is CN1C(=O)CCC1. The product is [CH3:12][O:11][N:9]([CH3:10])[C:7]([C:6]1[C:2]([N:22]2[CH2:26][CH2:25][CH2:24][CH2:23]2)=[N:3][N:4]([CH2:13][C:14]2[CH:19]=[CH:18][C:17]([O:20][CH3:21])=[CH:16][CH:15]=2)[CH:5]=1)=[O:8]. The yield is 0.900. (7) The reactants are [Cl:1][C:2]1[CH:7]=[C:6]([Cl:8])[CH:5]=[CH:4][C:3]=1[C:9]1[N:10]=[C:11](/[CH:20]=[CH:21]/[C:22]2[CH:27]=[CH:26][C:25]([C:28]3[CH:33]=[CH:32][C:31]([O:34][CH3:35])=[CH:30][CH:29]=3)=[CH:24][CH:23]=2)[N:12]([CH2:14][CH2:15][CH2:16][C:17]([OH:19])=O)[CH:13]=1.[CH3:36][C:37]([CH3:42])([CH3:41])[CH2:38][CH2:39][NH2:40]. No catalyst specified. The product is [Cl:1][C:2]1[CH:7]=[C:6]([Cl:8])[CH:5]=[CH:4][C:3]=1[C:9]1[N:10]=[C:11](/[CH:20]=[CH:21]/[C:22]2[CH:23]=[CH:24][C:25]([C:28]3[CH:33]=[CH:32][C:31]([O:34][CH3:35])=[CH:30][CH:29]=3)=[CH:26][CH:27]=2)[N:12]([CH2:14][CH2:15][CH2:16][C:17]([NH:40][CH2:39][CH2:38][C:37]([CH3:42])([CH3:41])[CH3:36])=[O:19])[CH:13]=1. The yield is 0.750. (8) The reactants are I[C:2]1[CH:3]=[CH:4][C:5]([CH3:10])=[C:6]([O:8][CH3:9])[CH:7]=1.C(B(CC)[C:14]1[CH:15]=[N:16][CH:17]=[CH:18][CH:19]=1)C.C(=O)([O-])[O-].[Na+].[Na+].C(O)C. The catalyst is O1CCCC1.O.C1C=CC([P]([Pd]([P](C2C=CC=CC=2)(C2C=CC=CC=2)C2C=CC=CC=2)([P](C2C=CC=CC=2)(C2C=CC=CC=2)C2C=CC=CC=2)[P](C2C=CC=CC=2)(C2C=CC=CC=2)C2C=CC=CC=2)(C2C=CC=CC=2)C2C=CC=CC=2)=CC=1. The product is [CH3:10][C:5]1[CH:4]=[CH:3][C:2]([C:14]2[CH:15]=[N:16][CH:17]=[CH:18][CH:19]=2)=[CH:7][C:6]=1[O:8][CH3:9]. The yield is 0.990. (9) The reactants are [CH:1]([O:4][C:5]1([C:8]2[CH:13]=[CH:12][C:11]([C:14]#[C:15][C:16]3[CH:26]=[CH:25][C:19]([C:20]([O:22][CH2:23][CH3:24])=[O:21])=[CH:18][CH:17]=3)=[CH:10][CH:9]=2)[CH2:7][CH2:6]1)([CH3:3])C.C(OC(=O)[C:31]1[CH:36]=[CH:35]C(I)=[CH:33][CH:32]=1)C. The catalyst is C(N(CC)CC)C.[Cu]I.Cl[Pd](Cl)([P](C1C=CC=CC=1)(C1C=CC=CC=1)C1C=CC=CC=1)[P](C1C=CC=CC=1)(C1C=CC=CC=1)C1C=CC=CC=1. The product is [CH2:1]([O:4][C:5]1([C:8]2[CH:9]=[CH:10][C:11]([C:14]#[C:15][C:16]3[CH:26]=[CH:25][C:19]([C:20]([O:22][CH2:23][CH3:24])=[O:21])=[CH:18][CH:17]=3)=[CH:12][CH:13]=2)[CH2:7][CH2:6]1)[C:3]1[CH:35]=[CH:36][CH:31]=[CH:32][CH:33]=1. The yield is 0.910.